From a dataset of Full USPTO retrosynthesis dataset with 1.9M reactions from patents (1976-2016). Predict the reactants needed to synthesize the given product. (1) Given the product [Cl:1][C:2]1[CH:21]=[C:20]([N:22]([C:24]([O:26][CH2:27][CH3:28])=[O:25])[CH3:23])[CH:19]=[CH:18][C:3]=1[CH2:4][N:5]1[C:9]2=[N:10][C:11]([C:14](=[O:16])[NH:50][S:47](/[CH:42]=[CH:43]/[CH2:44][CH2:45][CH3:46])(=[O:49])=[O:48])=[CH:12][CH:13]=[C:8]2[N:7]=[C:6]1[CH3:17], predict the reactants needed to synthesize it. The reactants are: [Cl:1][C:2]1[CH:21]=[C:20]([N:22]([C:24]([O:26][CH2:27][CH3:28])=[O:25])[CH3:23])[CH:19]=[CH:18][C:3]=1[CH2:4][N:5]1[C:9]2=[N:10][C:11]([C:14]([OH:16])=O)=[CH:12][CH:13]=[C:8]2[N:7]=[C:6]1[CH3:17].C(N1C=CN=C1)(N1C=CN=C1)=O.[Na].[CH:42]([S:47]([NH2:50])(=[O:49])=[O:48])=[CH:43][CH2:44][CH2:45][CH3:46].Cl. (2) Given the product [F:1][C:2]1[CH:3]=[CH:4][C:5]([C:8]2[N:9]=[CH:10][N:11]([C:14]3[CH:15]=[N:16][CH:17]=[CH:18][CH:19]=3)[CH:12]=2)=[CH:6][CH:7]=1, predict the reactants needed to synthesize it. The reactants are: [F:1][C:2]1[CH:7]=[CH:6][C:5]([C:8]2[N:9]=[CH:10][NH:11][CH:12]=2)=[CH:4][CH:3]=1.I[C:14]1[CH:15]=[N:16][CH:17]=[CH:18][CH:19]=1.C1C=C(O)C2N=CC=CC=2C=1.C([O-])([O-])=O.[K+].[K+]. (3) Given the product [NH2:1][C:2]1[CH:15]=[CH:14][C:5]([O:6][C:7]2[CH:12]=[CH:11][N:10]=[C:9]([NH:13][C:25]([N:34]3[CH2:39][CH2:38][CH2:37][CH2:36][CH2:35]3)=[O:26])[CH:8]=2)=[CH:4][C:3]=1[Cl:16], predict the reactants needed to synthesize it. The reactants are: [NH2:1][C:2]1[CH:15]=[CH:14][C:5]([O:6][C:7]2[CH:12]=[CH:11][N:10]=[C:9]([NH2:13])[CH:8]=2)=[CH:4][C:3]=1[Cl:16].C(N(CC)CC)C.Cl[C:25](OC1C=CC=CC=1)=[O:26].[NH:34]1[CH2:39][CH2:38][CH2:37][CH2:36][CH2:35]1. (4) Given the product [Cl:12][C:13]1[CH:14]=[C:15]([NH:16][C:2]2[C:3]3[N:10]([CH3:11])[CH:9]=[CH:8][C:4]=3[N:5]=[CH:6][N:7]=2)[CH:17]=[CH:18][C:19]=1[O:20][C:21]1[CH:26]=[CH:25][N:24]2[CH:27]=[CH:28][N:29]=[C:23]2[CH:22]=1, predict the reactants needed to synthesize it. The reactants are: Cl[C:2]1[C:3]2[N:10]([CH3:11])[CH:9]=[CH:8][C:4]=2[N:5]=[CH:6][N:7]=1.[Cl:12][C:13]1[CH:14]=[C:15]([CH:17]=[CH:18][C:19]=1[O:20][C:21]1[CH:26]=[CH:25][N:24]2[CH:27]=[CH:28][N:29]=[C:23]2[CH:22]=1)[NH2:16].Cl.N1C=CC=CC=1.C(=O)([O-])O.[Na+]. (5) Given the product [I:22][C:19]1[N:18]=[N:17][C:16]([NH:25][CH2:24][C:3]2[C:4]([C:7]3[CH:8]=[CH:9][CH:10]=[CH:11][CH:12]=3)=[N:5][O:6][C:2]=2[CH3:1])=[CH:21][CH:20]=1, predict the reactants needed to synthesize it. The reactants are: [CH3:1][C:2]1[O:6][N:5]=[C:4]([C:7]2[CH:12]=[CH:11][CH:10]=[CH:9][CH:8]=2)[C:3]=1NC.Cl[C:16]1[N:17]=[N:18][C:19]([I:22])=[CH:20][CH:21]=1.Cl[C:24]1[N:25]=NC(Cl)=CC=1. (6) Given the product [Cl:1][C:2]1[CH:7]=[C:6]([C:8]#[C:9][C:10]2[N:11]=[C:12]([CH3:23])[N:13]([C:15]3[CH:20]=[C:19]([F:21])[C:18]([CH3:24])=[C:17]([F:22])[CH:16]=3)[CH:14]=2)[CH:5]=[CH:4][N:3]=1, predict the reactants needed to synthesize it. The reactants are: [Cl:1][C:2]1[CH:7]=[C:6]([C:8]#[C:9][C:10]2[N:11]=[C:12]([CH3:23])[N:13]([C:15]3[CH:20]=[C:19]([F:21])[CH:18]=[C:17]([F:22])[CH:16]=3)[CH:14]=2)[CH:5]=[CH:4][N:3]=1.[CH:24]([N-]C(C)C)(C)C.[Li+].IC. (7) The reactants are: [C:1]([O:5]C(=O)NC[C@@H](NCC1CCN(C2C=CC(=O)N(C)N=2)CC1)C)(C)(C)[CH3:2].[C:28]([O:32][C:33](=[O:54])[NH:34][C@@H:35]([CH3:53])[CH2:36][NH:37][CH2:38][CH:39]1[CH2:44][CH2:43][N:42]([C:45]2[CH:50]=[CH:49][C:48](=[O:51])[N:47]([CH3:52])[N:46]=2)[CH2:41][CH2:40]1)([CH3:31])([CH3:30])[CH3:29].C(N(CC)CC)C.BrCC([Cl:66])=O. Given the product [C:28]([O:32][C:33](=[O:54])[NH:34][C@@H:35]([CH3:53])[CH2:36][N:37]([C:1](=[O:5])[CH2:2][Cl:66])[CH2:38][CH:39]1[CH2:40][CH2:41][N:42]([C:45]2[CH:50]=[CH:49][C:48](=[O:51])[N:47]([CH3:52])[N:46]=2)[CH2:43][CH2:44]1)([CH3:31])([CH3:30])[CH3:29], predict the reactants needed to synthesize it. (8) Given the product [C:54](=[N:67][C:2]1[CH:3]=[CH:4][C:5]([F:17])=[C:6]([C:8]23[CH2:15][CH:14]2[CH2:13][O:12][CH2:11][C:10](=[O:16])[NH:9]3)[CH:7]=1)([C:61]1[CH:62]=[CH:63][CH:64]=[CH:65][CH:66]=1)[C:55]1[CH:60]=[CH:59][CH:58]=[CH:57][CH:56]=1, predict the reactants needed to synthesize it. The reactants are: Br[C:2]1[CH:3]=[CH:4][C:5]([F:17])=[C:6]([C:8]23[CH2:15][CH:14]2[CH2:13][O:12][CH2:11][C:10](=[O:16])[NH:9]3)[CH:7]=1.CC(C)([O-])C.[Na+].C(P(C(C)(C)C)C1C=CC=CC=1C1C(C(C)C)=CC(C(C)C)=CC=1C(C)C)(C)(C)C.[C:54](=[NH:67])([C:61]1[CH:66]=[CH:65][CH:64]=[CH:63][CH:62]=1)[C:55]1[CH:60]=[CH:59][CH:58]=[CH:57][CH:56]=1. (9) Given the product [F:1][CH:2]([F:17])[N:3]1[C:4](=[O:16])[CH:5]=[CH:6][C:7]([N:9]2[CH:13]=[C:12]([F:14])[C:11]([N:30]3[CH2:31][CH2:32][O:33][C@@:28]([C@@H:19]([OH:18])[C:20]([O:22][C:23]([CH3:24])([CH3:25])[CH3:26])=[O:21])([CH3:36])[C:29]3=[O:34])=[N:10]2)=[CH:8]1, predict the reactants needed to synthesize it. The reactants are: [F:1][CH:2]([F:17])[N:3]1[CH:8]=[C:7]([N:9]2[CH:13]=[C:12]([F:14])[C:11](I)=[N:10]2)[CH:6]=[CH:5][C:4]1=[O:16].[OH:18][C@@:19]([C@H:28]1[O:33][CH2:32][CH2:31][NH:30][C:29]1=[O:34])(C)[C:20]([O:22][C:23]([CH3:26])([CH3:25])[CH3:24])=[O:21].Br[C:36]1C=CC(=O)N(C(F)F)C=1.NC1C=CNN=1.